This data is from Catalyst prediction with 721,799 reactions and 888 catalyst types from USPTO. The task is: Predict which catalyst facilitates the given reaction. (1) Reactant: [F:1][C:2]1[C:3]([N:9]2[CH:13]=[CH:12][CH:11]=[CH:10]2)=[C:4]([OH:8])[CH:5]=[CH:6][CH:7]=1.O=[C:15]1[CH2:20][CH2:19][N:18](C(OC(C)(C)C)=O)[CH2:17][CH2:16]1.C(O)(C(F)(F)F)=O. The catalyst class is: 4. Product: [F:1][C:2]1[C:3]2[N:9]3[CH:13]=[CH:12][CH:11]=[C:10]3[C:15]3([CH2:20][CH2:19][NH:18][CH2:17][CH2:16]3)[O:8][C:4]=2[CH:5]=[CH:6][CH:7]=1. (2) Reactant: [CH2:1]([O:8][C:9]1[C:14]([F:15])=[CH:13][C:12]([CH2:16][OH:17])=[CH:11][C:10]=1[F:18])[C:2]1[CH:7]=[CH:6][CH:5]=[CH:4][CH:3]=1.[H-].[Na+].Br[CH2:22][C:23]([O:25][CH2:26][CH3:27])=[O:24]. Product: [CH2:1]([O:8][C:9]1[C:10]([F:18])=[CH:11][C:12]([CH2:16][O:17][CH2:22][C:23]([O:25][CH2:26][CH3:27])=[O:24])=[CH:13][C:14]=1[F:15])[C:2]1[CH:3]=[CH:4][CH:5]=[CH:6][CH:7]=1. The catalyst class is: 7. (3) Reactant: [F:1][C:2]1[CH:7]=[CH:6][C:5](/[CH:8]=[CH:9]/[C:10]2[CH:11]=[C:12]([CH:16]=[C:17]([O:19][CH2:20][C:21]3[CH:26]=[CH:25][CH:24]=[CH:23][C:22]=3[CH3:27])[CH:18]=2)[C:13]([OH:15])=[O:14])=[CH:4][CH:3]=1.[C:28](=O)([O-])[O-].[K+].[K+].CI.C(OCC)(=O)C. Product: [CH3:28][O:14][C:13](=[O:15])[C:12]1[CH:16]=[C:17]([O:19][CH2:20][C:21]2[CH:26]=[CH:25][CH:24]=[CH:23][C:22]=2[CH3:27])[CH:18]=[C:10](/[CH:9]=[CH:8]/[C:5]2[CH:6]=[CH:7][C:2]([F:1])=[CH:3][CH:4]=2)[CH:11]=1. The catalyst class is: 9. (4) Reactant: C([O:3][C:4](=O)[CH:5]([NH:18][C:19]([C:21]1[C:26]2[O:27][CH2:28][CH2:29][CH2:30][CH2:31][C:25]=2[CH:24]=[C:23]([C:32]2[CH:37]=[C:36]([C:38](=[O:41])[NH:39][CH3:40])[CH:35]=[C:34]([F:42])[CH:33]=2)[CH:22]=1)=[O:20])[CH2:6][C:7]1[C:15]2[C:10](=[C:11]([F:17])[CH:12]=[C:13]([F:16])[CH:14]=2)[NH:9][CH:8]=1)C.[BH4-].[Li+].CO. Product: [F:16][C:13]1[CH:14]=[C:15]2[C:10](=[C:11]([F:17])[CH:12]=1)[NH:9][CH:8]=[C:7]2[CH2:6][CH:5]([NH:18][C:19]([C:21]1[C:26]2[O:27][CH2:28][CH2:29][CH2:30][CH2:31][C:25]=2[CH:24]=[C:23]([C:32]2[CH:37]=[C:36]([C:38](=[O:41])[NH:39][CH3:40])[CH:35]=[C:34]([F:42])[CH:33]=2)[CH:22]=1)=[O:20])[CH2:4][OH:3]. The catalyst class is: 1. (5) Product: [CH3:1][O:2][C:3]1[CH:12]=[CH:11][C:6]2[N:7]=[C:8]([NH:10][C:13]([N:15]3[CH:19]=[CH:18][N:17]=[CH:16]3)=[S:14])[S:9][C:5]=2[CH:4]=1. The catalyst class is: 10. Reactant: [CH3:1][O:2][C:3]1[CH:12]=[CH:11][C:6]2[N:7]=[C:8]([NH2:10])[S:9][C:5]=2[CH:4]=1.[C:13](N1C=CN=C1)([N:15]1[CH:19]=[CH:18][N:17]=[CH:16]1)=[S:14]. (6) Reactant: [C:1]([C@H:5]1[CH2:10][CH2:9][C@H:8]([O:11][C:12]2[C:21]3[C:16](=[CH:17][C:18](I)=[CH:19][CH:20]=3)[CH:15]=[CH:14][CH:13]=2)[CH2:7][CH2:6]1)([CH3:4])([CH3:3])[CH3:2].[Li]CCCC.CN([CH:31]=[O:32])C. Product: [C:1]([C@H:5]1[CH2:10][CH2:9][C@H:8]([O:11][C:12]2[CH:13]=[CH:14][CH:15]=[C:16]3[C:21]=2[CH:20]=[CH:19][C:18]([CH:31]=[O:32])=[CH:17]3)[CH2:7][CH2:6]1)([CH3:4])([CH3:3])[CH3:2]. The catalyst class is: 1. (7) Reactant: [CH3:1][C:2]([C:6]1[CH:11]=[CH:10][CH:9]=[CH:8][C:7]=1[OH:12])([CH3:5])[CH2:3][CH3:4].[Br-:13].[Br-].[Br-].[NH+]1C=CC=CC=1.[NH+]1C=CC=CC=1.[NH+]1C=CC=CC=1.Cl. Product: [Br:13][C:10]1[CH:9]=[CH:8][C:7]([OH:12])=[C:6]([C:2]([CH3:1])([CH3:5])[CH2:3][CH3:4])[CH:11]=1. The catalyst class is: 2.